From a dataset of Full USPTO retrosynthesis dataset with 1.9M reactions from patents (1976-2016). Predict the reactants needed to synthesize the given product. (1) The reactants are: CS([O:5][CH2:6][CH2:7][CH2:8][CH2:9][CH2:10][CH2:11][CH2:12][CH2:13][CH2:14][CH2:15][CH2:16][CH2:17][CH2:18][CH2:19][CH2:20][CH3:21])(=O)=O. Given the product [CH2:6]([O:5][CH2:8][CH2:7][CH2:6][OH:5])[CH2:7][CH2:8][CH2:9][CH2:10][CH2:11][CH2:12][CH2:13][CH2:14][CH2:15][CH2:16][CH2:17][CH2:18][CH2:19][CH2:20][CH3:21], predict the reactants needed to synthesize it. (2) The reactants are: [CH2:1]([O:3][C:4]([C:6]1[N:14]([CH3:15])[C:13]2[C:12]([F:16])=[CH:11][N:10]=[CH:9][C:8]=2[C:7]=1[NH:17][C:18]1[CH:23]=[CH:22][C:21]([Si](C)(C)C)=[CH:20][C:19]=1[F:28])=[O:5])[CH3:2].[I:29]Cl. Given the product [CH2:1]([O:3][C:4]([C:6]1[N:14]([CH3:15])[C:13]2[C:12]([F:16])=[CH:11][N:10]=[CH:9][C:8]=2[C:7]=1[NH:17][C:18]1[CH:23]=[CH:22][C:21]([I:29])=[CH:20][C:19]=1[F:28])=[O:5])[CH3:2], predict the reactants needed to synthesize it. (3) Given the product [Cl:1][C:2]1[CH:3]=[C:4]([O:12][C@@H:18]([C@H:20]2[CH2:21][N:22]([C@@H:26]([C:28]3[CH:29]=[CH:30][C:31]([O:34][CH3:35])=[CH:32][CH:33]=3)[CH3:27])[C:23](=[O:25])[CH2:24]2)[CH3:19])[C:5]2[N:6]([N:8]=[CH:9][C:10]=2[CH3:11])[CH:7]=1, predict the reactants needed to synthesize it. The reactants are: [Cl:1][C:2]1[CH:3]=[C:4]([OH:12])[C:5]2[N:6]([N:8]=[CH:9][C:10]=2[CH3:11])[CH:7]=1.CS(O[C@H:18]([C@@H:20]1[CH2:24][C:23](=[O:25])[N:22]([C@@H:26]([C:28]2[CH:33]=[CH:32][C:31]([O:34][CH3:35])=[CH:30][CH:29]=2)[CH3:27])[CH2:21]1)[CH3:19])(=O)=O.